The task is: Regression. Given two drug SMILES strings and cell line genomic features, predict the synergy score measuring deviation from expected non-interaction effect.. This data is from Merck oncology drug combination screen with 23,052 pairs across 39 cell lines. (1) Drug 1: Cn1c(=O)n(-c2ccc(C(C)(C)C#N)cc2)c2c3cc(-c4cnc5ccccc5c4)ccc3ncc21. Drug 2: Cn1cc(-c2cnn3c(N)c(Br)c(C4CCCNC4)nc23)cn1. Cell line: LOVO. Synergy scores: synergy=22.4. (2) Drug 1: Cc1nc(Nc2ncc(C(=O)Nc3c(C)cccc3Cl)s2)cc(N2CCN(CCO)CC2)n1. Drug 2: COC1=C2CC(C)CC(OC)C(O)C(C)C=C(C)C(OC(N)=O)C(OC)C=CC=C(C)C(=O)NC(=CC1=O)C2=O. Cell line: OV90. Synergy scores: synergy=22.7. (3) Drug 1: CCc1c2c(nc3ccc(O)cc13)-c1cc3c(c(=O)n1C2)COC(=O)C3(O)CC. Drug 2: Cn1cc(-c2cnn3c(N)c(Br)c(C4CCCNC4)nc23)cn1. Cell line: RKO. Synergy scores: synergy=-5.69. (4) Drug 1: O=C(O)C1(Cc2cccc(Nc3nccs3)n2)CCC(Oc2cccc(Cl)c2F)CC1. Drug 2: O=C(NOCC(O)CO)c1ccc(F)c(F)c1Nc1ccc(I)cc1F. Cell line: SKMEL30. Synergy scores: synergy=4.50. (5) Drug 1: O=C(NOCC(O)CO)c1ccc(F)c(F)c1Nc1ccc(I)cc1F. Drug 2: COC1CC2CCC(C)C(O)(O2)C(=O)C(=O)N2CCCCC2C(=O)OC(C(C)CC2CCC(OP(C)(C)=O)C(OC)C2)CC(=O)C(C)C=C(C)C(O)C(OC)C(=O)C(C)CC(C)C=CC=CC=C1C. Cell line: SW837. Synergy scores: synergy=15.0. (6) Drug 1: CCC1(O)CC2CN(CCc3c([nH]c4ccccc34)C(C(=O)OC)(c3cc4c(cc3OC)N(C)C3C(O)(C(=O)OC)C(OC(C)=O)C5(CC)C=CCN6CCC43C65)C2)C1. Drug 2: Cn1c(=O)n(-c2ccc(C(C)(C)C#N)cc2)c2c3cc(-c4cnc5ccccc5c4)ccc3ncc21. Cell line: NCIH1650. Synergy scores: synergy=22.8. (7) Drug 1: Cc1nc(Nc2ncc(C(=O)Nc3c(C)cccc3Cl)s2)cc(N2CCN(CCO)CC2)n1. Drug 2: CCc1cnn2c(NCc3ccc[n+]([O-])c3)cc(N3CCCCC3CCO)nc12. Cell line: SKOV3. Synergy scores: synergy=-12.9.